From a dataset of Peptide-MHC class I binding affinity with 185,985 pairs from IEDB/IMGT. Regression. Given a peptide amino acid sequence and an MHC pseudo amino acid sequence, predict their binding affinity value. This is MHC class I binding data. (1) The peptide sequence is IPTITQMNL. The MHC is HLA-B07:02 with pseudo-sequence HLA-B07:02. The binding affinity (normalized) is 0.372. (2) The peptide sequence is QLHAAGVRV. The MHC is HLA-B27:05 with pseudo-sequence HLA-B27:05. The binding affinity (normalized) is 0.0847. (3) The peptide sequence is SQISNTEMY. The MHC is HLA-B18:01 with pseudo-sequence HLA-B18:01. The binding affinity (normalized) is 0.213.